This data is from Forward reaction prediction with 1.9M reactions from USPTO patents (1976-2016). The task is: Predict the product of the given reaction. (1) Given the reactants [N:1]1[CH:6]=[CH:5][CH:4]=[CH:3][C:2]=1[C:7]1[O:11][CH:10]=[N:9][CH:8]=1.[CH2:12]([O:19][CH2:20][CH2:21][CH2:22][CH2:23][C:24](O)=[O:25])[C:13]1[CH:18]=[CH:17][CH:16]=[CH:15][CH:14]=1, predict the reaction product. The product is: [CH2:12]([O:19][CH2:20][CH2:21][CH2:22][CH2:23][C:24]([C:10]1[O:11][C:7]([C:2]2[CH:3]=[CH:4][CH:5]=[CH:6][N:1]=2)=[CH:8][N:9]=1)=[O:25])[C:13]1[CH:18]=[CH:17][CH:16]=[CH:15][CH:14]=1. (2) Given the reactants [OH:1][C@H:2]1[CH2:19][CH2:18][C@@:17]2([CH3:20])[C@@H:4]([CH2:5][CH2:6][C@:7]3([CH3:36])[C@@H:16]2[CH2:15][CH2:14][C@H:13]2[C@@:8]3([CH3:35])[CH2:9][CH2:10][C@@:11]3([C:27]([N:29]4[CH2:34][CH2:33][CH2:32][CH2:31][CH2:30]4)=[O:28])[CH2:23][CH2:22][C@@H:21]([C:24]([CH3:26])=[CH2:25])[C@@H:12]32)[C:3]1([CH3:38])[CH3:37].[CH3:39][O:40][C:41](=[O:51])[CH2:42][C@@H:43]1[C@H:45]([C:46](O)=[O:47])[C:44]1([CH3:50])[CH3:49].[CH3:52]CN(C(C)C)C(C)C.ClC1C=C(Cl)C=C(Cl)C=1C(Cl)=O, predict the reaction product. The product is: [CH3:39][O:40][C:41](=[O:51])[CH2:42][C@@H:43]1[C@H:45]([C:46]([O:1][C@H:2]2[CH2:19][CH2:18][C@@:17]3([CH3:20])[C@@H:4]([CH2:5][CH2:6][C@:7]4([CH3:36])[C@@H:16]3[CH2:15][CH2:14][C@@:13]3([CH3:52])[C@@:8]4([CH3:35])[CH2:9][CH2:10][C@@:11]4([C:27]([N:29]5[CH2:34][CH2:33][CH2:32][CH2:31][CH2:30]5)=[O:28])[CH2:23][CH2:22][C@@H:21]([C:24]([CH3:26])=[CH2:25])[C@@H:12]43)[C:3]2([CH3:38])[CH3:37])=[O:47])[C:44]1([CH3:50])[CH3:49]. (3) Given the reactants [C:1]1([S:7]([N:10]([CH2:14][C:15]([OH:17])=O)[CH:11]([CH3:13])[CH3:12])(=[O:9])=[O:8])[CH:6]=[CH:5][CH:4]=[CH:3][CH:2]=1.[CH3:18][N:19](C(ON1N=NC2C=CC=NC1=2)=[N+](C)C)C.F[P-](F)(F)(F)(F)F.CCN(C(C)C)C(C)C.[F:51][C:52]([F:68])([F:67])[C:53]1[CH:58]=[CH:57][C:56]([C:59]2[CH:64]=[CH:63][CH:62]=[C:61](NC)[CH:60]=2)=[CH:55][CH:54]=1, predict the reaction product. The product is: [C:1]1([S:7]([N:10]([CH:11]([CH3:12])[CH3:13])[CH2:14][C:15]([NH:19][CH2:18][C:61]2[CH:60]=[C:59]([C:56]3[CH:55]=[CH:54][C:53]([C:52]([F:51])([F:67])[F:68])=[CH:58][CH:57]=3)[CH:64]=[CH:63][CH:62]=2)=[O:17])(=[O:8])=[O:9])[CH:2]=[CH:3][CH:4]=[CH:5][CH:6]=1.